This data is from Full USPTO retrosynthesis dataset with 1.9M reactions from patents (1976-2016). The task is: Predict the reactants needed to synthesize the given product. (1) Given the product [NH2:1][C:2]1[CH:7]=[CH:6][C:5]([C:8]([NH2:9])=[O:14])=[CH:4][N:3]=1, predict the reactants needed to synthesize it. The reactants are: [NH2:1][C:2]1[CH:7]=[CH:6][C:5]([C:8]#[N:9])=[CH:4][N:3]=1.Cl.NO.C(=O)([O-])[O-:14].[Na+].[Na+]. (2) Given the product [NH:2]1[CH:6]=[C:5]([CH2:7][CH2:8][NH:9][CH2:10][C:11]([NH:14][C@@H:15]([CH2:33][O:34][CH2:35][C:36]2[CH:37]=[CH:38][CH:39]=[CH:40][CH:41]=2)[C:16]([NH:18][C:19]2[CH:20]=[CH:21][C:22]([O:25][C:26]3[CH:31]=[CH:30][C:29]([F:32])=[CH:28][CH:27]=3)=[CH:23][CH:24]=2)=[O:17])=[O:13])[N:4]=[CH:3]1, predict the reactants needed to synthesize it. The reactants are: Cl.[NH:2]1[CH:6]=[C:5]([CH2:7][CH2:8][NH:9][CH2:10][C:11]([OH:13])=O)[N:4]=[CH:3]1.[NH2:14][C@@H:15]([CH2:33][O:34][CH2:35][C:36]1[CH:41]=[CH:40][CH:39]=[CH:38][CH:37]=1)[C:16]([NH:18][C:19]1[CH:24]=[CH:23][C:22]([O:25][C:26]2[CH:31]=[CH:30][C:29]([F:32])=[CH:28][CH:27]=2)=[CH:21][CH:20]=1)=[O:17].